From a dataset of Full USPTO retrosynthesis dataset with 1.9M reactions from patents (1976-2016). Predict the reactants needed to synthesize the given product. Given the product [C:1]([N:5]1[C:9]([C:10]2[S:11][CH:12]=[CH:13][CH:14]=2)=[CH:8][C:7]([CH2:15][CH2:16][CH2:17][N:29]2[CH2:28][CH2:27][N:26]([C:21]3[CH:22]=[CH:23][CH:24]=[CH:25][C:20]=3[F:19])[CH2:31][CH2:30]2)=[N:6]1)([CH3:4])([CH3:3])[CH3:2], predict the reactants needed to synthesize it. The reactants are: [C:1]([N:5]1[C:9]([C:10]2[S:11][CH:12]=[CH:13][CH:14]=2)=[CH:8][C:7]([CH2:15][CH2:16][CH:17]=O)=[N:6]1)([CH3:4])([CH3:3])[CH3:2].[F:19][C:20]1[CH:25]=[CH:24][CH:23]=[CH:22][C:21]=1[N:26]1[CH2:31][CH2:30][NH:29][CH2:28][CH2:27]1.CCN(C(C)C)C(C)C.[BH-](OC(C)=O)(OC(C)=O)OC(C)=O.[Na+].